Dataset: Reaction yield outcomes from USPTO patents with 853,638 reactions. Task: Predict the reaction yield, written as a fraction of the theoretical maximum amount of product (1.0 means a 100% yield; for example, 0.34 means a 34% yield). (1) The reactants are Cl[C:2]1[N:7]=[C:6]([N:8]2[CH2:13][CH2:12][CH:11]([N:14]3[CH2:18][CH2:17][CH2:16][CH2:15]3)[CH2:10][CH2:9]2)[N:5]=[C:4]2[N:19]([C:24]3[C:29]([F:30])=[CH:28][CH:27]=[CH:26][C:25]=3[F:31])[C:20](=[O:23])[NH:21][CH2:22][C:3]=12.O.C(=O)([O-])[O-].[K+].[K+].[F:39][C:40]1[CH:45]=[CH:44][C:43]([NH:46][C:47](=[O:64])[C:48]2[CH:53]=[CH:52][C:51]([CH3:54])=[C:50](B3OC(C)(C)C(C)(C)O3)[CH:49]=2)=[CH:42][CH:41]=1. The catalyst is O1CCOCC1.C1C=CC([P]([Pd]([P](C2C=CC=CC=2)(C2C=CC=CC=2)C2C=CC=CC=2)([P](C2C=CC=CC=2)(C2C=CC=CC=2)C2C=CC=CC=2)[P](C2C=CC=CC=2)(C2C=CC=CC=2)C2C=CC=CC=2)(C2C=CC=CC=2)C2C=CC=CC=2)=CC=1. The product is [F:30][C:29]1[CH:28]=[CH:27][CH:26]=[C:25]([F:31])[C:24]=1[N:19]1[C:4]2[N:5]=[C:6]([N:8]3[CH2:9][CH2:10][CH:11]([N:14]4[CH2:15][CH2:16][CH2:17][CH2:18]4)[CH2:12][CH2:13]3)[N:7]=[C:2]([C:50]3[CH:49]=[C:48]([CH:53]=[CH:52][C:51]=3[CH3:54])[C:47]([NH:46][C:43]3[CH:44]=[CH:45][C:40]([F:39])=[CH:41][CH:42]=3)=[O:64])[C:3]=2[CH2:22][NH:21][C:20]1=[O:23]. The yield is 0.540. (2) The reactants are Br[C:2]1[CH:3]=[CH:4][CH:5]=[C:6]2[C:11]=1[N:10]=[C:9]([C:12]([F:21])([F:20])[C:13]1[CH:18]=[CH:17][C:16]([F:19])=[CH:15][N:14]=1)[N:8]=[C:7]2[S:22][CH3:23].[CH3:24][N:25](C=O)C. The catalyst is C1C=CC(/C=C/C(/C=C/C2C=CC=CC=2)=O)=CC=1.C1C=CC(/C=C/C(/C=C/C2C=CC=CC=2)=O)=CC=1.C1C=CC(/C=C/C(/C=C/C2C=CC=CC=2)=O)=CC=1.[Pd].[Pd].C1(P(C2C=CC=CC=2)[C-]2C=CC=C2)C=CC=CC=1.[C-]1(P(C2C=CC=CC=2)C2C=CC=CC=2)C=CC=C1.[Fe+2].[C-]#N.[Zn+2].[C-]#N. The product is [F:20][C:12]([F:21])([C:13]1[CH:18]=[CH:17][C:16]([F:19])=[CH:15][N:14]=1)[C:9]1[N:8]=[C:7]([S:22][CH3:23])[C:6]2[C:11](=[C:2]([C:24]#[N:25])[CH:3]=[CH:4][CH:5]=2)[N:10]=1. The yield is 0.640. (3) The reactants are [CH:1]1([NH2:5])[CH2:4][CH2:3][CH2:2]1.[C:6]([N:9]1[CH2:14][CH2:13][N:12]([C:15]2[CH:22]=[CH:21][C:18]([CH:19]=O)=[C:17]([F:23])[CH:16]=2)[CH2:11][CH2:10]1)(=[O:8])[CH3:7].C(O[BH-](OC(=O)C)OC(=O)C)(=O)C.[Na+].C(O)(=O)C.[OH-].[Na+]. The catalyst is ClC(Cl)C. The product is [CH:1]1([NH:5][CH2:19][C:18]2[CH:21]=[CH:22][C:15]([N:12]3[CH2:11][CH2:10][N:9]([C:6](=[O:8])[CH3:7])[CH2:14][CH2:13]3)=[CH:16][C:17]=2[F:23])[CH2:4][CH2:3][CH2:2]1. The yield is 0.990. (4) The product is [OH:13][C:10]1([C:14]#[C:15][C:16]2[CH:17]=[CH:18][C:19]3[O:28][CH2:27][CH2:26][N:25]4[CH:24]=[C:23]([C:29]([NH2:30])=[O:31])[N:22]=[C:21]4[C:20]=3[CH:32]=2)[CH2:11][CH2:12][NH:8][CH2:9]1. The catalyst is CO. The yield is 0.100. The reactants are C(OC([N:8]1[CH2:12][CH2:11][C:10]([C:14]#[C:15][C:16]2[CH:17]=[CH:18][C:19]3[O:28][CH2:27][CH2:26][N:25]4[C:21](=[N:22][C:23]([C:29](=[O:31])[NH2:30])=[CH:24]4)[C:20]=3[CH:32]=2)([OH:13])[CH2:9]1)=O)(C)(C)C.Cl.CC(=O)OCC. (5) The reactants are [CH:1](=[N:8]/[C:9]1[CH:17]=[CH:16][CH:15]=[C:14]2[C:10]=1[CH2:11][O:12][C:13]2=[O:18])\[C:2]1[CH:7]=[CH:6][CH:5]=[CH:4][CH:3]=1.[CH3:19][N:20]1[C:24]([CH3:25])=[N:23][N:22]=[C:21]1[CH:26]=O.[O-:28][CH2:29][CH3:30].[Na+].C(O)C. The catalyst is C(OCC)(=O)CC.C(OCC)(=O)C.CO. The product is [CH3:19][N:20]1[C:24]([CH3:25])=[N:23][N:22]=[C:21]1[CH:26]1[C:29](=[O:28])[C:30]2[C:14]([C:13]([O:12][CH2:11][CH3:10])=[O:18])=[CH:15][CH:16]=[CH:17][C:9]=2[NH:8][CH:1]1[C:2]1[CH:3]=[CH:4][CH:5]=[CH:6][CH:7]=1. The yield is 0.150. (6) The reactants are [CH3:1][O:2][P:3](=[O:14])([O:12][CH3:13])[O:4][CH:5]1[CH2:9][O:8]C(C)(C)[O:6]1.Cl. The catalyst is ClCCl.CO.COC. The product is [CH3:1][O:2][P:3](=[O:14])([O:12][CH3:13])[O:4][CH:5]([OH:6])[CH2:9][OH:8]. The yield is 0.690. (7) The reactants are [Cl:1][C:2]1[CH:3]=[C:4]([CH:7]=[C:8]([Cl:10])[CH:9]=1)[CH:5]=[O:6].[N+:11]([O-])([OH:13])=[O:12]. The catalyst is S(=O)(=O)(O)O. The product is [Cl:1][C:2]1[C:3]([N+:11]([O-:13])=[O:12])=[C:4]([CH:7]=[C:8]([Cl:10])[CH:9]=1)[CH:5]=[O:6]. The yield is 0.790. (8) The reactants are [I-].[CH3:2][P+](C1C=CC=CC=1)(C1C=CC=CC=1)C1C=CC=CC=1.CC(C)([O-])C.[K+].[CH:28]([S:31][C:32]1[CH:37]=[CH:36][CH:35]=[CH:34][C:33]=1[CH:38]=O)([CH3:30])[CH3:29].C(=O)(O)[O-].[Na+]. The catalyst is CCOCC. The product is [CH:28]([S:31][C:32]1[CH:37]=[CH:36][CH:35]=[CH:34][C:33]=1[CH:38]=[CH2:2])([CH3:30])[CH3:29]. The yield is 0.810. (9) The reactants are C([O:3][C:4]1([CH3:20])[O:9][CH2:8][C:7]([C:15]([O:17][CH2:18][CH3:19])=[O:16])([C:10]([O:12][CH2:13][CH3:14])=[O:11])[CH2:6][O:5]1)C. The catalyst is C(O)(=O)C. The product is [C:4]([O:5][CH2:6][C:7]([CH2:8][OH:9])([C:15]([O:17][CH2:18][CH3:19])=[O:16])[C:10]([O:12][CH2:13][CH3:14])=[O:11])(=[O:3])[CH3:20]. The yield is 0.750. (10) The reactants are Cl[C:2]1[N:7]=[C:6]([C:8]([OH:11])([CH3:10])[CH3:9])[CH:5]=[C:4]([C:12]2[CH:17]=[CH:16][C:15]([C:18]([F:21])([F:20])[F:19])=[CH:14][CH:13]=2)[N:3]=1.[CH3:22][C:23]1[O:24][C:25]([C:29]2[CH:34]=[CH:33][C:32]([NH2:35])=[CH:31][CH:30]=2)=[C:26]([CH3:28])[N:27]=1. No catalyst specified. The product is [CH3:22][C:23]1[O:24][C:25]([C:29]2[CH:34]=[CH:33][C:32]([NH:35][C:2]3[N:7]=[C:6]([C:8]([OH:11])([CH3:10])[CH3:9])[CH:5]=[C:4]([C:12]4[CH:17]=[CH:16][C:15]([C:18]([F:21])([F:20])[F:19])=[CH:14][CH:13]=4)[N:3]=3)=[CH:31][CH:30]=2)=[C:26]([CH3:28])[N:27]=1. The yield is 0.510.